Dataset: Reaction yield outcomes from USPTO patents with 853,638 reactions. Task: Predict the reaction yield, written as a fraction of the theoretical maximum amount of product (1.0 means a 100% yield; for example, 0.34 means a 34% yield). (1) The reactants are [C:1]([C:5]1[C:29]([CH3:30])=[C:8]2[N:9]=[C:10]([CH3:28])[C:11]([CH:20]([CH2:25][CH2:26][CH3:27])[C:21]([O:23]C)=[O:22])=[C:12]([C:13]3[CH:18]=[CH:17][C:16]([CH3:19])=[CH:15][CH:14]=3)[N:7]2[N:6]=1)([CH3:4])([CH3:3])[CH3:2].[OH-].[Na+]. The catalyst is CO. The product is [C:1]([C:5]1[C:29]([CH3:30])=[C:8]2[N:9]=[C:10]([CH3:28])[C:11]([CH:20]([CH2:25][CH2:26][CH3:27])[C:21]([OH:23])=[O:22])=[C:12]([C:13]3[CH:18]=[CH:17][C:16]([CH3:19])=[CH:15][CH:14]=3)[N:7]2[N:6]=1)([CH3:2])([CH3:4])[CH3:3]. The yield is 0.560. (2) The reactants are CC(C)(S([NH:6][C:7]1([CH3:21])[CH2:12][CH2:11][CH:10]([NH:13][C:14](=[O:20])[O:15][C:16]([CH3:19])([CH3:18])[CH3:17])[CH2:9][CH2:8]1)=O)C.[ClH:23]. The catalyst is CO.O1CCOCC1. The product is [ClH:23].[NH2:6][C:7]1([CH3:21])[CH2:12][CH2:11][CH:10]([NH:13][C:14](=[O:20])[O:15][C:16]([CH3:18])([CH3:17])[CH3:19])[CH2:9][CH2:8]1. The yield is 0.630. (3) The reactants are [Br:1][C:2]1[CH:3]=[C:4]([CH:8]([CH2:11][OH:12])[CH2:9][OH:10])[CH:5]=[N:6][CH:7]=1.CO[C:15](OC)([CH3:17])[CH3:16].CC1C=CC(S(O)(=O)=O)=CC=1. The catalyst is C(Cl)Cl. The product is [Br:1][C:2]1[CH:7]=[N:6][CH:5]=[C:4]([CH:8]2[CH2:11][O:12][C:15]([CH3:17])([CH3:16])[O:10][CH2:9]2)[CH:3]=1. The yield is 0.714. (4) The reactants are C[Si]([N-][Si](C)(C)C)(C)C.[Na+].[CH2:11]([C@@H:18]1[CH2:22][O:21][C:20](=[O:23])[N:19]1[C:24](=[O:31])[CH2:25][CH2:26][C:27]([F:30])([F:29])[F:28])[C:12]1[CH:17]=[CH:16][CH:15]=[CH:14][CH:13]=1.I[CH3:33]. The catalyst is C1COCC1. The product is [CH2:11]([C@@H:18]1[CH2:22][O:21][C:20](=[O:23])[N:19]1[C:24](=[O:31])[C@H:25]([CH3:33])[CH2:26][C:27]([F:28])([F:29])[F:30])[C:12]1[CH:17]=[CH:16][CH:15]=[CH:14][CH:13]=1. The yield is 0.740. (5) The reactants are [O:1]=[C:2]1[N:11]([CH:12]2[CH2:17][CH2:16][N:15]([C:18]([NH:20][C@H:21]([CH2:25][C:26]3[CH:27]=[C:28]4[C:32](=[CH:33][CH:34]=3)[N:31]([S:35]([CH2:38][CH2:39][Si:40]([CH3:43])([CH3:42])[CH3:41])(=[O:37])=[O:36])[N:30]=[CH:29]4)[C:22](O)=[O:23])=[O:19])[CH2:14][CH2:13]2)[CH2:10][C:9]2[C:4](=[CH:5][CH:6]=[CH:7][CH:8]=2)[NH:3]1.C(N(CC)C(C)C)(C)C.[N:53]1([CH:59]2[CH2:64][CH2:63][NH:62][CH2:61][CH2:60]2)[CH2:58][CH2:57][CH2:56][CH2:55][CH2:54]1.C1CN([P+](ON2N=NC3C=CC=CC2=3)(N2CCCC2)N2CCCC2)CC1.F[P-](F)(F)(F)(F)F. The catalyst is C(Cl)Cl. The product is [N:53]1([CH:59]2[CH2:64][CH2:63][N:62]([C:22](=[O:23])[C@H:21]([NH:20][C:18]([N:15]3[CH2:16][CH2:17][CH:12]([N:11]4[CH2:10][C:9]5[C:4](=[CH:5][CH:6]=[CH:7][CH:8]=5)[NH:3][C:2]4=[O:1])[CH2:13][CH2:14]3)=[O:19])[CH2:25][C:26]3[CH:27]=[C:28]4[C:32](=[CH:33][CH:34]=3)[N:31]([S:35]([CH2:38][CH2:39][Si:40]([CH3:43])([CH3:41])[CH3:42])(=[O:36])=[O:37])[N:30]=[CH:29]4)[CH2:61][CH2:60]2)[CH2:58][CH2:57][CH2:56][CH2:55][CH2:54]1. The yield is 0.870. (6) The reactants are Br[C:2]1[N:3]([CH2:9][O:10][CH2:11][CH2:12][Si:13]([CH3:16])([CH3:15])[CH3:14])[CH:4]=[C:5]([C:7]#[N:8])[N:6]=1.C([Mg]Cl)(C)C.C([C:24]([O:26][CH2:27][CH3:28])=[O:25])#N. The catalyst is O1CCCC1. The product is [CH2:27]([O:26][C:24]([C:2]1[N:3]([CH2:9][O:10][CH2:11][CH2:12][Si:13]([CH3:16])([CH3:15])[CH3:14])[CH:4]=[C:5]([C:7]#[N:8])[N:6]=1)=[O:25])[CH3:28]. The yield is 0.740. (7) The reactants are [H-].[H-].[H-].[H-].[Li+].[Al+3].[CH3:7][O:8][C:9]1[CH:17]=[C:16]2[C:12]([CH:13]=[C:14]([C:18](OC)=O)[NH:15]2)=[CH:11][CH:10]=1. The catalyst is O1CCOCC1. The product is [CH3:7][O:8][C:9]1[CH:17]=[C:16]2[C:12]([CH:13]=[C:14]([CH3:18])[NH:15]2)=[CH:11][CH:10]=1. The yield is 0.610. (8) The reactants are [CH2:1]([NH:4][CH2:5][CH2:6][C:7]([O:9][CH2:10][CH3:11])=[O:8])[CH:2]=[CH2:3].[CH:12]1[CH:17]=[CH:16][C:15]([CH2:18][O:19][C:20](Cl)=[O:21])=[CH:14][CH:13]=1. The catalyst is C(Cl)Cl. The product is [CH2:1]([N:4]([C:20]([O:19][CH2:18][C:15]1[CH:16]=[CH:17][CH:12]=[CH:13][CH:14]=1)=[O:21])[CH2:5][CH2:6][C:7]([O:9][CH2:10][CH3:11])=[O:8])[CH:2]=[CH2:3]. The yield is 0.650. (9) The reactants are [F:1][C:2]1[CH:7]=[C:6]([C:8]2[C:9]3[C:10]4[CH:24]=[CH:23][S:22][C:11]=4[C:12](=[O:21])[NH:13][C:14]=3[C:15]([CH3:20])=[CH:16][C:17]=2[O:18][CH3:19])[CH:5]=[CH:4][C:3]=1[CH:25]([CH:36]([CH3:38])[CH3:37])[CH2:26][N:27](C)[C:28](=O)OC(C)(C)C.[ClH:39]. The catalyst is CCOCC. The product is [ClH:39].[F:1][C:2]1[CH:7]=[C:6]([C:8]2[C:9]3[C:10]4[CH:24]=[CH:23][S:22][C:11]=4[C:12](=[O:21])[NH:13][C:14]=3[C:15]([CH3:20])=[CH:16][C:17]=2[O:18][CH3:19])[CH:5]=[CH:4][C:3]=1[CH:25]([CH:36]([CH3:38])[CH3:37])[CH2:26][NH:27][CH3:28]. The yield is 0.700. (10) The reactants are [N+:1]([C:4]1[CH:5]=[N:6][NH:7][CH:8]=1)([O-:3])=[O:2].Br[CH2:10][CH2:11][CH:12]([CH3:14])[CH3:13].C(=O)([O-])[O-].[Cs+].[Cs+]. The catalyst is COCCOC.C(OCC)(=O)C. The product is [CH2:10]([N:6]1[CH:5]=[C:4]([N+:1]([O-:3])=[O:2])[CH:8]=[N:7]1)[CH2:11][CH:12]([CH3:14])[CH3:13]. The yield is 0.943.